Predict which catalyst facilitates the given reaction. From a dataset of Catalyst prediction with 721,799 reactions and 888 catalyst types from USPTO. (1) Reactant: Cl[C:2]([O:4][CH3:5])=[O:3].[NH2:6][C:7]1[CH:8]=[C:9]([S:13][C:14]2[C:22]3[C:21](=[O:23])[N:20]([CH3:24])[C:19](=[O:25])[N:18]([CH2:26][CH:27]([CH3:29])[CH3:28])[C:17]=3[S:16][C:15]=2[CH2:30][C:31]2[C:40]3[C:35](=[CH:36][CH:37]=[CH:38][CH:39]=3)[CH:34]=[CH:33][CH:32]=2)[CH:10]=[CH:11][CH:12]=1.C(N(CC)CC)C.C(=O)([O-])O.[Na+]. Product: [CH3:30][CH2:15][CH2:14][CH:22]([CH3:21])[CH3:17].[CH3:5][O:4][C:2]([NH:6][C:7]1[CH:8]=[C:9]([S:13][C:14]2[C:22]3[C:21](=[O:23])[N:20]([CH3:24])[C:19](=[O:25])[N:18]([CH2:26][CH:27]([CH3:28])[CH3:29])[C:17]=3[S:16][C:15]=2[CH2:30][C:31]2[C:40]3[C:35](=[CH:36][CH:37]=[CH:38][CH:39]=3)[CH:34]=[CH:33][CH:32]=2)[CH:10]=[CH:11][CH:12]=1)=[O:3]. The catalyst class is: 4. (2) Reactant: [N:1]12[CH2:8][CH2:7][CH:4]([CH2:5][CH2:6]1)[C@@H:3]([NH:9][C:10](=[O:27])[O:11][CH:12]([C:20]1[CH:25]=[CH:24][CH:23]=[C:22]([F:26])[CH:21]=1)[C:13]1[CH:18]=[CH:17][CH:16]=[C:15]([F:19])[CH:14]=1)[CH2:2]2.[Br:28][CH2:29][CH2:30][O:31][C:32]1[CH:37]=[CH:36][CH:35]=[CH:34][CH:33]=1.[I-].[K+]. Product: [Br-:28].[F:26][C:22]1[CH:21]=[C:20]([CH:12]([C:13]2[CH:18]=[CH:17][CH:16]=[C:15]([F:19])[CH:14]=2)[O:11][C:10]([NH:9][C@@H:3]2[CH:4]3[CH2:7][CH2:8][N+:1]([CH2:29][CH2:30][O:31][C:32]4[CH:37]=[CH:36][CH:35]=[CH:34][CH:33]=4)([CH2:6][CH2:5]3)[CH2:2]2)=[O:27])[CH:25]=[CH:24][CH:23]=1. The catalyst class is: 13. (3) Reactant: [Cl:1][C:2]1[N:7]=[CH:6][NH:5][C:4](=[O:8])[CH:3]=1.F[P-](F)(F)(F)(F)F.[N:16]1(O[P+](N(C)C)(N(C)C)N(C)C)[C:20]2[CH:21]=[CH:22][CH:23]=[CH:24][C:19]=2[N:18]=[N:17]1.C1CCN2C(=NCCC2)CC1. Product: [Cl:1][C:2]1[N:7]=[CH:6][N:5]=[C:4]([O:8][N:16]2[C:20]3[CH:21]=[CH:22][CH:23]=[CH:24][C:19]=3[N:18]=[N:17]2)[CH:3]=1. The catalyst class is: 23. (4) Product: [Cl:19][C:20]1[CH:26]=[C:25]([F:27])[CH:24]=[CH:23][C:21]=1[NH:22][S:1][C@H:2]1[C:7]([C:8]([O:10][CH2:11][CH3:12])=[O:9])=[CH:6][CH2:5][O:4][CH2:3]1. The catalyst class is: 4. Reactant: [SH:1][C@H:2]1[C:7]([C:8]([O:10][CH2:11][CH3:12])=[O:9])=[CH:6][CH2:5][O:4][CH2:3]1.ClOC(C)(C)C.[Cl:19][C:20]1[CH:26]=[C:25]([F:27])[CH:24]=[CH:23][C:21]=1[NH2:22].S([O-])([O-])=O.[Na+].[Na+].